From a dataset of Reaction yield outcomes from USPTO patents with 853,638 reactions. Predict the reaction yield, written as a fraction of the theoretical maximum amount of product (1.0 means a 100% yield; for example, 0.34 means a 34% yield). (1) The yield is 0.710. The catalyst is C(Cl)Cl.C(OCC)C. The product is [ClH:28].[O:1]1[CH2:6][CH2:5][NH:4][C:3]2[N:7]=[CH:8][C:9](/[CH:11]=[CH:12]/[C:13]([N:15]([CH3:27])[CH2:16][C:17]3[O:18][C:19]4[CH:26]=[CH:25][CH:24]=[CH:23][C:20]=4[C:21]=3[CH3:22])=[O:14])=[CH:10][C:2]1=2. The reactants are [O:1]1[CH2:6][CH2:5][NH:4][C:3]2[N:7]=[CH:8][C:9](/[CH:11]=[CH:12]/[C:13]([N:15]([CH3:27])[CH2:16][C:17]3[O:18][C:19]4[CH:26]=[CH:25][CH:24]=[CH:23][C:20]=4[C:21]=3[CH3:22])=[O:14])=[CH:10][C:2]1=2.[ClH:28]. (2) The product is [C:12]([C:16]1[CH:17]=[C:18]([C:2]2[S:3][CH:4]=[C:5]([C:7]([O:9][CH2:10][CH3:11])=[O:8])[CH:6]=2)[CH:19]=[CH:20][C:21]=1[O:22][CH3:23])([CH3:15])([CH3:13])[CH3:14]. The yield is 0.690. The reactants are Br[C:2]1[S:3][CH:4]=[C:5]([C:7]([O:9][CH2:10][CH3:11])=[O:8])[CH:6]=1.[C:12]([C:16]1[CH:17]=[C:18](B(O)O)[CH:19]=[CH:20][C:21]=1[O:22][CH3:23])([CH3:15])([CH3:14])[CH3:13].C(=O)([O-])[O-].[Na+].[Na+]. The catalyst is C1(C)C=CC=CC=1. (3) The reactants are [CH3:1][CH2:2][O:3][C:4]([CH3:6])=O.[CH3:7][CH2:8][CH2:9][CH2:10]CC. The yield is 0.629. No catalyst specified. The product is [O:3]1[C:4]2[CH:6]=[CH:7][CH:8]=[CH:9][C:10]=2[CH:1]=[CH:2]1. (4) The reactants are O[CH:2]([C:11]1[CH:16]=[CH:15][CH:14]=[CH:13][C:12]=1[C:17]([F:20])([F:19])[F:18])[CH:3]1[O:7][C:6](=[O:8])[CH:5]=[C:4]1[O:9][CH3:10].[Br:21]Br. The catalyst is C(#N)C. The product is [Br:21][C:5]1[C:6](=[O:8])[O:7]/[C:3](=[CH:2]\[C:11]2[CH:16]=[CH:15][CH:14]=[CH:13][C:12]=2[C:17]([F:20])([F:19])[F:18])/[C:4]=1[O:9][CH3:10]. The yield is 0.0600. (5) The reactants are [CH2:1]([N:8]1[CH2:12][CH2:11][CH:10]([O:13][C:14]2[CH:19]=[CH:18][C:17]([N+:20]([O-:22])=[O:21])=[CH:16][CH:15]=2)[CH2:9]1)[C:2]1[CH:7]=[CH:6][CH:5]=[CH:4][CH:3]=1.Cl[CH2:24][S:25]([C:28]1[C:37]2[C:32](=[CH:33][CH:34]=[CH:35][CH:36]=2)[CH:31]=[CH:30][CH:29]=1)(=[O:27])=[O:26].CC(C)([O-])C.[K+].C(=O)(O)[O-].[Na+]. The catalyst is C1COCC1.O. The product is [CH2:1]([N:8]1[CH2:12][CH2:11][CH:10]([O:13][C:14]2[CH:15]=[CH:16][C:17]([N+:20]([O-:22])=[O:21])=[C:18]([CH2:24][S:25]([C:28]3[C:37]4[C:32](=[CH:33][CH:34]=[CH:35][CH:36]=4)[CH:31]=[CH:30][CH:29]=3)(=[O:26])=[O:27])[CH:19]=2)[CH2:9]1)[C:2]1[CH:7]=[CH:6][CH:5]=[CH:4][CH:3]=1. The yield is 0.471. (6) The reactants are [CH2:1]([O:3][C:4]1[CH:5]=[C:6]([C:12]([C:16]2[CH:21]=[CH:20][CH:19]=[CH:18][CH:17]=2)=[CH:13][C:14]#[N:15])[CH:7]=[CH:8][C:9]=1[O:10][CH3:11])[CH3:2].[H][H]. The catalyst is C(O)C.C(OCC)(=O)C.[Pd]. The product is [CH2:1]([O:3][C:4]1[CH:5]=[C:6]([CH:12]([C:16]2[CH:17]=[CH:18][CH:19]=[CH:20][CH:21]=2)[CH2:13][C:14]#[N:15])[CH:7]=[CH:8][C:9]=1[O:10][CH3:11])[CH3:2]. The yield is 0.150.